This data is from Full USPTO retrosynthesis dataset with 1.9M reactions from patents (1976-2016). The task is: Predict the reactants needed to synthesize the given product. (1) The reactants are: [O:1]=[C:2]1[CH2:7][CH2:6][N:5]([C:8]([O:10][CH2:11][C:12]2[CH:17]=[CH:16][CH:15]=[CH:14][CH:13]=2)=[O:9])[CH2:4][CH2:3]1.[Cl:18][C:19]1[CH:24]=[CH:23][CH:22]=[CH:21][C:20]=1[Mg]Br.BrC1C=CC=CC=1CO.C([Li])CCC. Given the product [Cl:18][C:19]1[CH:24]=[CH:23][CH:22]=[CH:21][C:20]=1[C:2]1([OH:1])[CH2:3][CH2:4][N:5]([C:8]([O:10][CH2:11][C:12]2[CH:17]=[CH:16][CH:15]=[CH:14][CH:13]=2)=[O:9])[CH2:6][CH2:7]1, predict the reactants needed to synthesize it. (2) Given the product [F:1][C:2]1[C:7]([CH3:8])=[C:6]([F:9])[CH:5]=[CH:4][C:3]=1[CH:19]=[O:20], predict the reactants needed to synthesize it. The reactants are: [F:1][C:2]1[C:7]([CH3:8])=[C:6]([F:9])[CH:5]=[CH:4][C:3]=1Br.[Li]CCCC.CN([CH:19]=[O:20])C.